From a dataset of Full USPTO retrosynthesis dataset with 1.9M reactions from patents (1976-2016). Predict the reactants needed to synthesize the given product. (1) Given the product [Cl:34][C:35]1[C:40]([C:41]2[N:42]=[C:43]([N:53]3[CH2:58][CH2:57][O:56][CH2:55][CH2:54]3)[S:44][C:45]=2[C:46]2[CH:51]=[CH:50][N:49]=[C:48]([Cl:52])[N:47]=2)=[CH:39][CH:38]=[CH:37][C:36]=1[NH:59][S:65]([C:61]1[O:60][CH:64]=[CH:63][CH:62]=1)(=[O:67])=[O:66], predict the reactants needed to synthesize it. The reactants are: ClC1N=C(C2SC(C(C)C)=NC=2C2C=C(NS(C3C(F)=CC=CC=3F)(=O)=O)C=CC=2)C=CN=1.[Cl:34][C:35]1[C:40]([C:41]2[N:42]=[C:43]([N:53]3[CH2:58][CH2:57][O:56][CH2:55][CH2:54]3)[S:44][C:45]=2[C:46]2[CH:51]=[CH:50][N:49]=[C:48]([Cl:52])[N:47]=2)=[CH:39][CH:38]=[CH:37][C:36]=1[NH2:59].[O:60]1[CH:64]=[CH:63][CH:62]=[C:61]1[S:65](Cl)(=[O:67])=[O:66]. (2) Given the product [Br:13][C:14]1[N:19]=[C:18]([CH:20]=[CH:21][C:22](=[O:23])[C:3]([F:6])([F:5])[C:2]([F:8])([F:7])[F:1])[CH:17]=[CH:16][CH:15]=1, predict the reactants needed to synthesize it. The reactants are: [F:1][C:2]([F:8])([F:7])[C:3]([F:6])([F:5])I.C[Li].[Br-].[Li+].[Br:13][C:14]1[N:19]=[C:18]([CH:20]=[CH:21][C:22](N(OC)C)=[O:23])[CH:17]=[CH:16][CH:15]=1. (3) Given the product [Br:18][C:19]1[CH:24]=[CH:23][C:22]([S:25]([NH:5][C:4]2[CH:6]=[CH:7][CH:8]=[CH:9][C:3]=2[C:2]([F:10])([F:11])[F:1])(=[O:27])=[O:26])=[CH:21][CH:20]=1, predict the reactants needed to synthesize it. The reactants are: [F:1][C:2]([F:11])([F:10])[C:3]1[CH:9]=[CH:8][CH:7]=[CH:6][C:4]=1[NH2:5].N1C=CC=CC=1.[Br:18][C:19]1[CH:24]=[CH:23][C:22]([S:25](Cl)(=[O:27])=[O:26])=[CH:21][CH:20]=1. (4) Given the product [CH3:2][CH:3]1[CH2:8][CH:7]([C:9]([NH:11][CH2:12][CH2:13][NH:14][C:15]([C:17]2[C:18]([C:28]([F:31])([F:29])[F:30])=[N:19][N:20]([C:22]3[CH:27]=[CH:26][CH:25]=[CH:24][CH:23]=3)[CH:21]=2)=[O:16])=[O:10])[CH2:6][CH2:5][N:4]1[C:37]([N:32]1[CH2:36][CH2:35][CH2:34][CH2:33]1)=[O:38], predict the reactants needed to synthesize it. The reactants are: Cl.[CH3:2][CH:3]1[CH2:8][CH:7]([C:9]([NH:11][CH2:12][CH2:13][NH:14][C:15]([C:17]2[C:18]([C:28]([F:31])([F:30])[F:29])=[N:19][N:20]([C:22]3[CH:27]=[CH:26][CH:25]=[CH:24][CH:23]=3)[CH:21]=2)=[O:16])=[O:10])[CH2:6][CH2:5][NH:4]1.[N:32]1([C:37](Cl)=[O:38])[CH2:36][CH2:35][CH2:34][CH2:33]1.CCN(C(C)C)C(C)C.CN(C=O)C.